This data is from TCR-epitope binding with 47,182 pairs between 192 epitopes and 23,139 TCRs. The task is: Binary Classification. Given a T-cell receptor sequence (or CDR3 region) and an epitope sequence, predict whether binding occurs between them. (1) The epitope is SEPVLKGVKL. The TCR CDR3 sequence is CASSPLAVQETQYF. Result: 0 (the TCR does not bind to the epitope). (2) Result: 0 (the TCR does not bind to the epitope). The TCR CDR3 sequence is CASSFSTLEQYF. The epitope is EILDITPCSF. (3) The epitope is SFHSLHLLF. The TCR CDR3 sequence is CASKEDRQSNSPLHF. Result: 1 (the TCR binds to the epitope). (4) The epitope is HPVGEADYFEY. The TCR CDR3 sequence is CASSAPSGEQFF. Result: 1 (the TCR binds to the epitope). (5) The epitope is KAYNVTQAF. The TCR CDR3 sequence is CATSDLLSTAGVVNTEAFF. Result: 0 (the TCR does not bind to the epitope). (6) The TCR CDR3 sequence is CASSTGLAGGKEQYF. The epitope is KRWIILGLNK. Result: 1 (the TCR binds to the epitope).